From a dataset of Catalyst prediction with 721,799 reactions and 888 catalyst types from USPTO. Predict which catalyst facilitates the given reaction. (1) Reactant: [C:1]([O:4][C:5]1[CH:6]=[CH:7][C:8]2[CH2:9][C@H:10]3[N:22]([CH2:23][CH:24]4[CH2:26][CH2:25]4)[CH2:21][CH2:20][C@:16]45[C:17]=2[C:18]=1[O:19][C@H:15]4[C@H:14]([N:27]1[C:31](=[O:32])[CH:30]=[CH:29][C:28]1=[O:33])[CH2:13][CH2:12][C@@:11]35[OH:34])(=[O:3])[CH3:2].[N+]([CH2:38][C:39]1[CH:44]=[CH:43][CH:42]=[CH:41][CH:40]=1)([O-])=O.C1CCN2C(=NCCC2)CC1.C(=O)([O-])O.[Na+]. Product: [C:1]([O:4][C:5]1[CH:6]=[CH:7][C:8]2[CH2:9][C@H:10]3[N:22]([CH2:23][CH:24]4[CH2:25][CH2:26]4)[CH2:21][CH2:20][C@:16]45[C:17]=2[C:18]=1[O:19][C@H:15]4[C@H:14]([N:27]1[C:31](=[O:32])[CH2:30][C:29](=[CH:38][C:39]2[CH:44]=[CH:43][CH:42]=[CH:41][CH:40]=2)[C:28]1=[O:33])[CH2:13][CH2:12][C@@:11]35[OH:34])(=[O:3])[CH3:2]. The catalyst class is: 1. (2) Reactant: Cl[C:2]1[CH:11]=[CH:10][C:9]2[C:4](=[C:5]([NH:12][C:13]3[S:14][CH:15]=[C:16]([CH3:18])[N:17]=3)[N:6]=[CH:7][CH:8]=2)[N:3]=1.[CH2:19]([Zn]CC)[CH3:20].CCCCCC. Product: [CH2:19]([C:2]1[CH:11]=[CH:10][C:9]2[C:4](=[C:5]([NH:12][C:13]3[S:14][CH:15]=[C:16]([CH3:18])[N:17]=3)[N:6]=[CH:7][CH:8]=2)[N:3]=1)[CH3:20]. The catalyst class is: 602. (3) Reactant: [F:1][C:2]([F:20])([F:19])[C:3]1[CH:8]=[CH:7][C:6]([C@@H:9]2[C:18]3[N:17]=[CH:16][CH:15]=[CH:14][C:13]=3[CH2:12][CH2:11][NH:10]2)=[CH:5][CH:4]=1.[N:21]([C:24]1[CH:31]=[CH:30][CH:29]=[CH:28][C:25]=1[C:26]#[N:27])=[C:22]=[O:23]. Product: [C:26]([C:25]1[CH:28]=[CH:29][CH:30]=[CH:31][C:24]=1[NH:21][C:22]([N:10]1[C@H:9]([C:6]2[CH:7]=[CH:8][C:3]([C:2]([F:1])([F:19])[F:20])=[CH:4][CH:5]=2)[C:18]2[N:17]=[CH:16][CH:15]=[CH:14][C:13]=2[CH2:12][CH2:11]1)=[O:23])#[N:27]. The catalyst class is: 2. (4) Reactant: [CH3:1][O:2][CH:3]([O:14][CH3:15])[C:4](=[N:6][CH2:7][C:8]1[CH:13]=[CH:12][CH:11]=[CH:10][CH:9]=1)[CH3:5].[BH4-].[Na+]. Product: [CH2:7]([NH:6][CH:4]([CH3:5])[CH:3]([O:14][CH3:15])[O:2][CH3:1])[C:8]1[CH:13]=[CH:12][CH:11]=[CH:10][CH:9]=1. The catalyst class is: 5. (5) Reactant: CC([O-])(C)C.[Na+].N#N.[CH:9]1[CH:10]=[CH:11][C:12]([P:15]([C:22]2[C:31]([C:32]3[C:41]([P:42]([C:49]4[CH:50]=[CH:51][CH:52]=[CH:53][CH:54]=4)[C:43]4[CH:44]=[CH:45][CH:46]=[CH:47][CH:48]=4)=[CH:40][CH:39]=[C:38]4[C:33]=3[CH:34]=[CH:35][CH:36]=[CH:37]4)=[C:30]3[C:25]([CH:26]=[CH:27][CH:28]=[CH:29]3)=[CH:24][CH:23]=2)[C:16]2[CH:17]=[CH:18][CH:19]=[CH:20][CH:21]=2)=[CH:13][CH:14]=1.CC([O-])=O.CC([O-])=O.[Pd+2:63].C([O-])(O)=O.[Na+]. Product: [Pd:63].[CH:46]1[CH:45]=[CH:44][C:43]([P:42]([C:41]2[C:32]([C:31]3[C:22]([P:15]([C:12]4[CH:11]=[CH:10][CH:9]=[CH:14][CH:13]=4)[C:16]4[CH:21]=[CH:20][CH:19]=[CH:18][CH:17]=4)=[CH:23][CH:24]=[C:25]4[C:30]=3[CH:29]=[CH:28][CH:27]=[CH:26]4)=[C:33]3[C:38]([CH:37]=[CH:36][CH:35]=[CH:34]3)=[CH:39][CH:40]=2)[C:49]2[CH:50]=[CH:51][CH:52]=[CH:53][CH:54]=2)=[CH:48][CH:47]=1. The catalyst class is: 258. (6) Reactant: [C:1]([OH:6])(=[O:5])[C:2]([CH3:4])=[CH2:3].[H-].[Na+].Br[CH2:10][CH2:11][CH2:12][O:13][C:14]([CH:16]1[CH2:21][CH2:20][CH:19]([CH:22]2[CH2:27][CH2:26][CH:25]([CH2:28][CH2:29][CH2:30][CH2:31][CH3:32])[CH2:24][CH2:23]2)[CH2:18][CH2:17]1)=[O:15].O. Product: [CH3:3][C:2](=[CH2:4])[C:1]([O:6][CH2:10][CH2:11][CH2:12][O:13][C:14]([CH:16]1[CH2:21][CH2:20][CH:19]([CH:22]2[CH2:23][CH2:24][CH:25]([CH2:28][CH2:29][CH2:30][CH2:31][CH3:32])[CH2:26][CH2:27]2)[CH2:18][CH2:17]1)=[O:15])=[O:5]. The catalyst class is: 9.